This data is from Reaction yield outcomes from USPTO patents with 853,638 reactions. The task is: Predict the reaction yield, written as a fraction of the theoretical maximum amount of product (1.0 means a 100% yield; for example, 0.34 means a 34% yield). (1) The reactants are [Br:1][C:2]1[N:3]([C:8]2[C:17]3[C:12](=[CH:13][CH:14]=[CH:15][CH:16]=3)[C:11]([CH:18]3[CH2:20][CH2:19]3)=[CH:10][CH:9]=2)[C:4]([SH:7])=[N:5][N:6]=1.Br[C:22]([CH3:29])([CH3:28])[C:23]([O:25][CH2:26][CH3:27])=[O:24].C(N(C(C)C)CC)(C)C. The catalyst is CN(C=O)C. The product is [Br:1][C:2]1[N:3]([C:8]2[C:17]3[C:12](=[CH:13][CH:14]=[CH:15][CH:16]=3)[C:11]([CH:18]3[CH2:20][CH2:19]3)=[CH:10][CH:9]=2)[C:4]([S:7][C:22]([CH3:29])([CH3:28])[C:23]([O:25][CH2:26][CH3:27])=[O:24])=[N:5][N:6]=1. The yield is 0.910. (2) The reactants are C(OC([C:11]1[C:19]2[C:18]3CCC(CO)O[C:17]=3[CH:16]=[CH:15][C:14]=2[NH:13][C:12]=1C)=O)C1C=CC=CC=1.C(Br)(Br)(Br)[Br:28].C1(P(C2C=CC=CC=2)C2C=CC=CC=2)C=CC=CC=1.C(Cl)Cl.CO. The catalyst is C(Cl)Cl. The product is [Br-:28].[NH:13]1[C:14]2[C:19](=[CH:18][CH:17]=[CH:16][CH:15]=2)[CH:11]=[CH:12]1. The yield is 0.400. (3) The reactants are [F:1][C:2]1([F:17])[O:6][C:5]2[CH:7]=[CH:8][C:9]([C:11]3([C:14]([OH:16])=O)[CH2:13][CH2:12]3)=[CH:10][C:4]=2[O:3]1.C(Cl)(=O)C(Cl)=O.[NH2:24][C@@H:25]1[CH2:30][CH2:29][O:28][C@@H:27]([C:31]2[CH:32]=[C:33]([CH:38]=[CH:39][CH:40]=2)[C:34]([O:36][CH3:37])=[O:35])[CH2:26]1.C(N(CC)CC)C. The catalyst is ClCCl.CN(C)C=O. The product is [F:17][C:2]1([F:1])[O:6][C:5]2[CH:7]=[CH:8][C:9]([C:11]3([C:14]([NH:24][C@@H:25]4[CH2:30][CH2:29][O:28][C@@H:27]([C:31]5[CH:32]=[C:33]([CH:38]=[CH:39][CH:40]=5)[C:34]([O:36][CH3:37])=[O:35])[CH2:26]4)=[O:16])[CH2:12][CH2:13]3)=[CH:10][C:4]=2[O:3]1. The yield is 0.760. (4) The reactants are O=[C:2]1[CH2:7][CH2:6][N:5]([C:8]2[CH:13]=[CH:12][C:11]([N:14]3[CH2:18][C@H:17]([CH2:19][NH2:20])[O:16][C:15]3=[O:21])=[CH:10][C:9]=2[F:22])[CH2:4][CH2:3]1.C(OP([CH:31]([C:33]#[N:34])[CH3:32])(=O)OCC)C. No catalyst specified. The product is [C:33]([C:31](=[C:2]1[CH2:7][CH2:6][N:5]([C:8]2[CH:13]=[CH:12][C:11]([N:14]3[CH2:18][C@H:17]([CH2:19][NH2:20])[O:16][C:15]3=[O:21])=[CH:10][C:9]=2[F:22])[CH2:4][CH2:3]1)[CH3:32])#[N:34]. The yield is 0.740. (5) The reactants are [CH3:1][C@H:2]1[C@H:6]([CH3:7])[CH2:5][C:4](=O)[CH2:3]1.[C:9]([CH2:11][C:12]([O:14][CH2:15][CH3:16])=[O:13])#[N:10].C([O-])(=O)C.[NH4+].C(O)(=O)C. The catalyst is C1(C)C=CC=CC=1. The product is [CH2:15]([O:14][C:12](=[O:13])[C:11]([C:9]#[N:10])=[C:4]1[CH2:3][C@@H:2]([CH3:1])[C@H:6]([CH3:7])[CH2:5]1)[CH3:16]. The yield is 0.930. (6) The product is [CH2:25]([N:32]1[CH2:37][CH2:36][O:35][CH:34]([CH2:38][N:3]2[C:11]3[C:6](=[CH:7][CH:8]=[CH:9][CH:10]=3)[C:5]3([C:23]4[C:14](=[CH:15][C:16]5[O:21][CH2:20][CH2:19][O:18][C:17]=5[CH:22]=4)[O:13][CH2:12]3)[C:4]2=[O:24])[CH2:33]1)[C:26]1[CH:27]=[CH:28][CH:29]=[CH:30][CH:31]=1. The yield is 0.740. The reactants are [H-].[Na+].[NH:3]1[C:11]2[C:6](=[CH:7][CH:8]=[CH:9][CH:10]=2)[C:5]2([C:23]3[C:14](=[CH:15][C:16]4[O:21][CH2:20][CH2:19][O:18][C:17]=4[CH:22]=3)[O:13][CH2:12]2)[C:4]1=[O:24].[CH2:25]([N:32]1[CH2:37][CH2:36][O:35][CH:34]([CH2:38]Cl)[CH2:33]1)[C:26]1[CH:31]=[CH:30][CH:29]=[CH:28][CH:27]=1.[I-].[K+]. The catalyst is CN(C)C=O.